From a dataset of Forward reaction prediction with 1.9M reactions from USPTO patents (1976-2016). Predict the product of the given reaction. (1) Given the reactants [C:1]([O:5][C:6](=[O:39])[N:7]([C:12]1[C:16]2[CH:17]=[C:18]([CH2:21][O:22][C:23]3[CH:28]=[CH:27][C:26]([C:29]4[CH:34]=[C:33]([F:35])[C:32]([F:36])=[CH:31][C:30]=4[O:37][CH3:38])=[CH:25][CH:24]=3)[CH:19]=[CH:20][C:15]=2[O:14][N:13]=1)CCOC)([CH3:4])([CH3:3])[CH3:2].C(OC(=O)NC1C2C=C(COC3C=[CH:62][C:61]([C:64]4C=C(F)C(F)=C[C:65]=4[O:72][CH3:73])=[CH:60]C=3)C=CC=2ON=1)(C)(C)C.O1CCC(CBr)CC1, predict the reaction product. The product is: [C:1]([O:5][C:6](=[O:39])[N:7]([C:12]1[C:16]2[CH:17]=[C:18]([CH2:21][O:22][C:23]3[CH:24]=[CH:25][C:26]([C:29]4[CH:34]=[C:33]([F:35])[C:32]([F:36])=[CH:31][C:30]=4[O:37][CH3:38])=[CH:27][CH:28]=3)[CH:19]=[CH:20][C:15]=2[O:14][N:13]=1)[CH2:62][CH:61]1[CH2:60][CH2:73][O:72][CH2:65][CH2:64]1)([CH3:3])([CH3:2])[CH3:4]. (2) Given the reactants [C:1](=[O:8])([O:3][C:4]([CH3:7])([CH3:6])[CH3:5])[NH2:2].[OH-].[Na+].Cl[O:12]C(C)(C)C.[Br:17][C:18]1[CH:19]=[N:20][CH:21]=[C:22](/[CH:24]=[CH:25]/[C:26]2[CH:31]=[C:30]([F:32])[CH:29]=[CH:28][C:27]=2[F:33])[CH:23]=1, predict the reaction product. The product is: [C:4]([O:3][C:1](=[O:8])[NH:2][C@H:24]([C:22]1[CH:21]=[N:20][CH:19]=[C:18]([Br:17])[CH:23]=1)[C@@H:25]([C:26]1[CH:31]=[C:30]([F:32])[CH:29]=[CH:28][C:27]=1[F:33])[OH:12])([CH3:7])([CH3:6])[CH3:5]. (3) Given the reactants CC([O-])(C)C.[K+].[CH3:7][N:8]1[CH:12]=[CH:11][CH:10]=[N:9]1.[SiH:13]([CH2:18][CH3:19])([CH2:16][CH3:17])[CH2:14][CH3:15], predict the reaction product. The product is: [CH3:7][N:8]1[C:12]([Si:13]([CH2:18][CH3:19])([CH2:16][CH3:17])[CH2:14][CH3:15])=[CH:11][CH:10]=[N:9]1. (4) Given the reactants [Br:1][C:2]1[N:3]([C:13]2[N:14]=[CH:15][N:16]=[C:17]([NH2:20])[C:18]=2[N:19]=1)[C@@H:4]1[O:12][C@H:9]([CH2:10][OH:11])[C@@H:7]([OH:8])[C@H:5]1[OH:6].[CH2:21](Br)[C:22]1[CH:27]=[CH:26][CH:25]=[CH:24][CH:23]=1, predict the reaction product. The product is: [CH2:21]([NH:20][C:17]1[N:16]=[CH:15][N:14]=[C:13]2[C:18]=1[N:19]=[C:2]([Br:1])[N:3]2[C@@H:4]1[O:12][C@H:9]([CH2:10][OH:11])[C@@H:7]([OH:8])[C@H:5]1[OH:6])[C:22]1[CH:27]=[CH:26][CH:25]=[CH:24][CH:23]=1. (5) Given the reactants Cl.C(=N)(OCC)C.[F:8][C:9]([F:13])([F:12])[CH2:10][NH2:11].C1(N2[C:21]([CH:22]=[O:23])=[CH:20][N:19]=[C:18]2[CH3:24])CC1, predict the reaction product. The product is: [CH3:24][C:18]1[N:11]([CH2:10][C:9]([F:13])([F:12])[F:8])[C:21]([CH:22]=[O:23])=[CH:20][N:19]=1. (6) Given the reactants [CH:1]([OH:3])=[O:2].[NH2:4][C:5]1[C:10]([NH:11][C:12](=[O:15])[O:13][CH3:14])=[C:9]([NH2:16])[N:8]=[C:7]([C:17]2[N:18]=[C:19]([CH2:26][C:27]3[CH:32]=[CH:31][CH:30]=[CH:29][C:28]=3[F:33])[N:20]3[C:25]=2[CH:24]=[CH:23][CH:22]=[N:21]3)[N:6]=1.C[Si]([N-][Si](C)(C)C)(C)C.[Na+].[CH2:44](Br)[C:45]1[CH:50]=[CH:49][CH:48]=[CH:47][CH:46]=1, predict the reaction product. The product is: [CH:1]([OH:3])=[O:2].[CH2:44]([N:11]([C:10]1[C:5]([NH2:4])=[N:6][C:7]([C:17]2[N:18]=[C:19]([CH2:26][C:27]3[CH:32]=[CH:31][CH:30]=[CH:29][C:28]=3[F:33])[N:20]3[C:25]=2[CH:24]=[CH:23][CH:22]=[N:21]3)=[N:8][C:9]=1[NH2:16])[C:12](=[O:15])[O:13][CH3:14])[C:45]1[CH:50]=[CH:49][CH:48]=[CH:47][CH:46]=1.